From a dataset of Forward reaction prediction with 1.9M reactions from USPTO patents (1976-2016). Predict the product of the given reaction. (1) Given the reactants Cl[C:2]1[CH:7]=[C:6]([C:8]([F:11])([F:10])[F:9])[CH:5]=[CH:4][N:3]=1.[OH-].[K+].C1OCCOCCOCCOCCOCCOC1.[OH:32][C:33]1[CH:42]=[C:41]2[C:36]([CH2:37][CH2:38][N:39]([C:44]3[CH:45]=[N:46][CH:47]=[CH:48][C:49]=3[CH3:50])[C:40]2=[O:43])=[CH:35][CH:34]=1, predict the reaction product. The product is: [CH3:50][C:49]1[CH:48]=[CH:47][N:46]=[CH:45][C:44]=1[N:39]1[CH2:38][CH2:37][C:36]2[C:41](=[CH:42][C:33]([O:32][C:2]3[CH:7]=[C:6]([C:8]([F:11])([F:10])[F:9])[CH:5]=[CH:4][N:3]=3)=[CH:34][CH:35]=2)[C:40]1=[O:43]. (2) Given the reactants [C:1]([C:5]1[C:6]([NH:17][C:18]([C:20]2[C:29](=[O:30])[C:28]3[C:23](=[CH:24][CH:25]=[CH:26][CH:27]=3)[NH:22][CH:21]=2)=[O:19])=[CH:7][C:8]2[O:12][C:11](=[O:13])[C:10]([CH3:15])([CH3:14])[C:9]=2[CH:16]=1)([CH3:4])([CH3:3])[CH3:2].[OH-:31].[Na+], predict the reaction product. The product is: [C:1]([C:5]1[C:6]([NH:17][C:18]([C:20]2[C:29](=[O:30])[C:28]3[C:23](=[CH:24][CH:25]=[CH:26][CH:27]=3)[NH:22][CH:21]=2)=[O:19])=[CH:7][C:8]([OH:31])=[C:9]([C:10]([CH3:15])([CH3:14])[C:11]([OH:12])=[O:13])[CH:16]=1)([CH3:4])([CH3:2])[CH3:3]. (3) The product is: [CH:1]1[CH:2]=[CH:3][C:4]2[O:10][CH:9]([C:11]3[NH:15][CH2:14][CH2:13][N:12]=3)[CH2:8][O:7][C:5]=2[CH:6]=1. Given the reactants [CH:1]1[CH:2]=[CH:3][C:4]2[O:10][CH:9]([C:11]3[NH:15][CH2:14][CH2:13][N:12]=3)[CH2:8][O:7][C:5]=2[CH:6]=1.Cl.Cl.N1(C2OC3C=CC=CC=3OC2)CCN=C1, predict the reaction product. (4) Given the reactants F[C:2](F)(F)[CH:3]([C:5]1[S:6][C:7]([C:10]2[CH:15]=[C:14]([NH:16][C:17]3[N:22]=[C:21]([C:23]([F:26])([F:25])[F:24])[CH:20]=[CH:19][N:18]=3)[CH:13]=[C:12]([CH3:27])[CH:11]=2)=[CH:8][N:9]=1)[OH:4].C(O)(=O)C(C)(C)C.C(=O)([O-])[O-].[K+].[K+].OC(C(F)(F)F)=O.[OH:50][CH2:51][C@@H:52]1[CH2:57][CH2:56][C@](C2SC=CN=2)(O)[CH2:54][C:53]1(C)[CH3:64], predict the reaction product. The product is: [OH:50][CH2:51][C@@H:52]1[CH2:57][CH2:56][C@:3]([C:5]2[S:6][C:7]([C:10]3[CH:15]=[C:14]([NH:16][C:17]4[N:22]=[C:21]([C:23]([F:26])([F:25])[F:24])[CH:20]=[CH:19][N:18]=4)[CH:13]=[C:12]([CH3:27])[CH:11]=3)=[CH:8][N:9]=2)([OH:4])[CH2:2][C:53]1([CH3:64])[CH3:54]. (5) The product is: [Br:1][C:2]1[N:28]=[CH:27][C:5]2=[N:6][C:7]([NH:32][CH:29]3[CH2:31][CH2:30]3)=[C:8]([N:10]3[CH2:15][CH2:14][CH:13]([C@@H:16]([C:18]4[CH:23]=[CH:22][C:21]([F:24])=[CH:20][C:19]=4[F:25])[F:17])[CH2:12][CH2:11]3)[N:9]=[C:4]2[CH:3]=1. Given the reactants [Br:1][C:2]1[N:28]=[CH:27][C:5]2=[N:6][C:7](Cl)=[C:8]([N:10]3[CH2:15][CH2:14][CH:13]([C@@H:16]([C:18]4[CH:23]=[CH:22][C:21]([F:24])=[CH:20][C:19]=4[F:25])[F:17])[CH2:12][CH2:11]3)[N:9]=[C:4]2[CH:3]=1.[CH:29]1([NH2:32])[CH2:31][CH2:30]1.CCN(C(C)C)C(C)C, predict the reaction product. (6) The product is: [Br:17][C:18]1[N:23]=[C:22]([N:1]2[CH:5]=[CH:4][CH:3]=[N:2]2)[N:21]=[C:20]([NH:28][CH2:29][C:30]([F:33])([F:32])[F:31])[C:19]=1[CH:34]([CH2:36][CH3:37])[CH3:35]. Given the reactants [NH:1]1[CH:5]=[CH:4][CH:3]=[N:2]1.C(=O)([O-])[O-].[K+].[K+].CN(C)C=O.[Br:17][C:18]1[N:23]=[C:22](S(C)(=O)=O)[N:21]=[C:20]([NH:28][CH2:29][C:30]([F:33])([F:32])[F:31])[C:19]=1[CH:34]([CH2:36][CH3:37])[CH3:35], predict the reaction product. (7) The product is: [CH2:1]([O:3][C:4](=[O:20])[C:5]1[CH:6]=[C:7]([C:16]([F:19])([F:18])[F:17])[CH:8]=[C:9]([S:11][C:12]2[C:26]3[C:25](=[CH:24][C:23]([Cl:22])=[CH:28][CH:27]=3)[NH:29][C:13]=2[CH3:14])[CH:10]=1)[CH3:2]. Given the reactants [CH2:1]([O:3][C:4](=[O:20])[C:5]1[CH:10]=[C:9]([S:11][CH2:12][C:13](=O)[CH3:14])[CH:8]=[C:7]([C:16]([F:19])([F:18])[F:17])[CH:6]=1)[CH3:2].Cl.[Cl:22][C:23]1[CH:24]=[C:25]([NH:29]N)[CH:26]=[CH:27][CH:28]=1, predict the reaction product. (8) Given the reactants [CH3:1][C:2]1[CH:3]=[C:4]([C:9]2[N:10]=[C:11]([NH2:20])[S:12][C:13]=2[C:14]2[CH:19]=[CH:18][N:17]=[CH:16][CH:15]=2)[CH:5]=[C:6]([CH3:8])[CH:7]=1.[N:21]1[CH:26]=[CH:25][N:24]=[CH:23][C:22]=1[C:27](Cl)=[O:28].C(=O)([O-])O.[Na+], predict the reaction product. The product is: [CH3:1][C:2]1[CH:3]=[C:4]([C:9]2[N:10]=[C:11]([NH:20][C:27]([C:22]3[CH:23]=[N:24][CH:25]=[CH:26][N:21]=3)=[O:28])[S:12][C:13]=2[C:14]2[CH:19]=[CH:18][N:17]=[CH:16][CH:15]=2)[CH:5]=[C:6]([CH3:8])[CH:7]=1.